From a dataset of Forward reaction prediction with 1.9M reactions from USPTO patents (1976-2016). Predict the product of the given reaction. (1) The product is: [CH3:14][S:11]([NH:10][C:7]1[S:8][CH:9]=[C:5]([C:3]([OH:4])=[O:2])[N:6]=1)(=[O:12])=[O:13]. Given the reactants C[O:2][C:3]([C:5]1[N:6]=[C:7]([NH:10][S:11]([CH3:14])(=[O:13])=[O:12])[S:8][CH:9]=1)=[O:4], predict the reaction product. (2) Given the reactants [C:1]([C:4]1[CH:5]=[CH:6][C:7]([C:13]2[CH2:14][N:15]([C:19]([O:21][C:22]([CH3:25])([CH3:24])[CH3:23])=[O:20])[CH2:16][CH2:17][CH:18]=2)=[C:8]2[C:12]=1[NH:11][CH:10]=[CH:9]2)(=[O:3])[NH2:2], predict the reaction product. The product is: [C:1]([C:4]1[CH:5]=[CH:6][C:7]([CH:13]2[CH2:18][CH2:17][CH2:16][N:15]([C:19]([O:21][C:22]([CH3:25])([CH3:24])[CH3:23])=[O:20])[CH2:14]2)=[C:8]2[C:12]=1[NH:11][CH:10]=[CH:9]2)(=[O:3])[NH2:2]. (3) Given the reactants [CH2:1]([O:12][CH2:13][CH2:14][O:15][CH2:16][CH2:17][O:18][CH2:19][CH2:20][OH:21])[CH2:2][CH2:3][CH2:4][CH2:5]CCCCC=C.C[OH:23].[S:24]1[CH:28]=[CH:27][CH:26]=[C:25]1[CH2:29][C:30](O)=O.Cl.Cl.N([C:43]([CH3:48])(C)C(N)=N)=NC(C)(C)C(N)=N, predict the reaction product. The product is: [OH:21][CH2:20][CH2:19][O:18][CH2:17][CH2:16][O:15][CH2:14][CH2:13][O:12][CH2:1][CH2:2][CH2:3][CH2:4][CH2:5][CH2:30][CH2:29][CH2:25][CH2:26][CH2:27][CH2:28][S:24][C:43](=[O:23])[CH3:48]. (4) Given the reactants [C:1]([C:3]([C:11]1[S:12][CH:13]=[CH:14][CH:15]=1)([CH:8]([CH3:10])[CH3:9])[CH2:4][CH2:5][CH2:6]I)#[N:2].[I-].[C:17]([CH2:19][CH2:20][N:21]([C@H:29]1[CH2:33][CH2:32][NH:31][CH2:30]1)[CH2:22][C:23]1[CH:28]=[CH:27][CH:26]=[CH:25][CH:24]=1)#[N:18], predict the reaction product. The product is: [C:1]([C:3]([C:11]1[S:12][CH:13]=[CH:14][CH:15]=1)([CH:8]([CH3:10])[CH3:9])[CH2:4][CH2:5][CH2:6][N:31]1[CH2:32][CH2:33][C@H:29]([N:21]([CH2:20][CH2:19][C:17]#[N:18])[CH2:22][C:23]2[CH:24]=[CH:25][CH:26]=[CH:27][CH:28]=2)[CH2:30]1)#[N:2].